Dataset: Catalyst prediction with 721,799 reactions and 888 catalyst types from USPTO. Task: Predict which catalyst facilitates the given reaction. (1) Reactant: CCN=C=NCCCN(C)C.Cl.[O:13]=[C:14]1[NH:18][C:17](=[O:19])[O:16][N:15]1[CH2:20][C:21]1[CH:43]=[CH:42][C:24]([O:25][CH2:26][C:27]2[CH:28]=[C:29]([C:33]3[CH:38]=[CH:37][C:36]([C:39]([OH:41])=O)=[CH:35][CH:34]=3)[CH:30]=[CH:31][CH:32]=2)=[CH:23][CH:22]=1.[CH2:44]([O:46][CH2:47][CH2:48][NH2:49])[CH3:45].C1C=CC2N(O)N=NC=2C=1. Product: [O:13]=[C:14]1[NH:18][C:17](=[O:19])[O:16][N:15]1[CH2:20][C:21]1[CH:43]=[CH:42][C:24]([O:25][CH2:26][C:27]2[CH:28]=[C:29]([C:33]3[CH:38]=[CH:37][C:36]([C:39]([NH:49][CH2:48][CH2:47][O:46][CH2:44][CH3:45])=[O:41])=[CH:35][CH:34]=3)[CH:30]=[CH:31][CH:32]=2)=[CH:23][CH:22]=1. The catalyst class is: 3. (2) Reactant: [NH2:1][OH:2].[NH:3]1[C:11]2[C:6](=[CH:7][C:8]([C:12]#[N:13])=[CH:9][CH:10]=2)[CH:5]=[N:4]1. Product: [OH:2][N:1]=[C:12]([C:8]1[CH:7]=[C:6]2[C:11](=[CH:10][CH:9]=1)[NH:3][N:4]=[CH:5]2)[NH2:13]. The catalyst class is: 8.